From a dataset of Catalyst prediction with 721,799 reactions and 888 catalyst types from USPTO. Predict which catalyst facilitates the given reaction. (1) Reactant: [CH3:1][C:2]1[N:3]=[C:4]2[C:9]([NH:10][CH2:11][C:12]3[C:17]([CH3:18])=[CH:16][CH:15]=[CH:14][C:13]=3[CH3:19])=[CH:8][C:7]([C:20](OCC)=[O:21])=[CH:6][N:5]2[C:25]=1[CH3:26].[H-].[H-].[H-].[H-].[Li+].[Al+3].O.[OH-].[Na+]. Product: [CH3:1][C:2]1[N:3]=[C:4]2[C:9]([NH:10][CH2:11][C:12]3[C:13]([CH3:19])=[CH:14][CH:15]=[CH:16][C:17]=3[CH3:18])=[CH:8][C:7]([CH2:20][OH:21])=[CH:6][N:5]2[C:25]=1[CH3:26]. The catalyst class is: 7. (2) Reactant: O.NN.[CH3:4][C:5]([CH3:28])([CH3:27])[CH2:6][C:7]([C:9]1[CH:26]=[CH:25][C:12]([CH2:13][N:14]2C(=O)C3C(=CC=CC=3)C2=O)=[CH:11][CH:10]=1)=[O:8]. Product: [CH3:4][C:5]([CH3:28])([CH3:27])[CH2:6][C:7]([C:9]1[CH:10]=[CH:11][C:12]([CH2:13][NH2:14])=[CH:25][CH:26]=1)=[O:8]. The catalyst class is: 5. (3) Reactant: [O:1]1[CH2:6][CH2:5][CH2:4][CH2:3][CH:2]1[O:7][NH:8][C:9](=[O:36])[CH2:10][C:11]1([C:20]2[S:21][C:22]([C:25]3[CH:30]=[CH:29][C:28]([C:31]4[O:35][CH:34]=[N:33][CH:32]=4)=[CH:27][CH:26]=3)=[CH:23][CH:24]=2)[S:17](=[O:19])(=[O:18])[CH2:16][CH2:15][NH:14][CH2:13][CH2:12]1.[CH:37]([N:40]=[C:41]=[O:42])([CH3:39])[CH3:38]. Product: [O:1]1[CH2:6][CH2:5][CH2:4][CH2:3][CH:2]1[O:7][NH:8][C:9](=[O:36])[CH2:10][C:11]1([C:20]2[S:21][C:22]([C:25]3[CH:30]=[CH:29][C:28]([C:31]4[O:35][CH:34]=[N:33][CH:32]=4)=[CH:27][CH:26]=3)=[CH:23][CH:24]=2)[S:17](=[O:18])(=[O:19])[CH2:16][CH2:15][N:14]([C:41](=[O:42])[NH:40][CH:37]([CH3:39])[CH3:38])[CH2:13][CH2:12]1. The catalyst class is: 22. (4) The catalyst class is: 149. Reactant: [Br:1][C:2]1[N:7]2[CH:8]=[C:9](/[CH:11]=[CH:12]/[C:13]3[CH:22]=[CH:21][C:20]4[C:15](=[CH:16][CH:17]=[CH:18][CH:19]=4)[N:14]=3)[N:10]=[C:6]2[C:5]([N:23]2[CH2:28][CH2:27][O:26][CH2:25][CH2:24]2)=[N:4][CH:3]=1.S(NN)(C1C=CC(C)=CC=1)(=O)=O.CC([O-])=O.[Na+]. Product: [Br:1][C:2]1[N:7]2[CH:8]=[C:9]([CH2:11][CH2:12][C:13]3[CH:22]=[CH:21][C:20]4[C:15](=[CH:16][CH:17]=[CH:18][CH:19]=4)[N:14]=3)[N:10]=[C:6]2[C:5]([N:23]2[CH2:28][CH2:27][O:26][CH2:25][CH2:24]2)=[N:4][CH:3]=1. (5) Reactant: [C:1]([O:9][CH2:10][C:11]#[C:12][CH2:13]Br)(=[O:8])[C:2]1[CH:7]=[CH:6][CH:5]=[CH:4][CH:3]=1.[CH2:15]([CH:22]1[CH2:27][CH2:26][NH:25][CH2:24][CH2:23]1)[C:16]1[CH:21]=[CH:20][CH:19]=[CH:18][CH:17]=1.C([O-])([O-])=O.[K+].[K+]. Product: [C:1]([O:9][CH2:10][C:11]#[C:12][CH2:13][N:25]1[CH2:26][CH2:27][CH:22]([CH2:15][C:16]2[CH:21]=[CH:20][CH:19]=[CH:18][CH:17]=2)[CH2:23][CH2:24]1)(=[O:8])[C:2]1[CH:7]=[CH:6][CH:5]=[CH:4][CH:3]=1. The catalyst class is: 23. (6) Reactant: [N:1]([CH:4]([C:27]1[O:28][CH:29]=[CH:30][N:31]=1)[CH2:5][S:6][C:7]1[N:8]=[C:9]([O:25][CH3:26])[C:10]([NH:13][S:14]([C:17]2[CH:22]=[CH:21][CH:20]=[C:19]([Cl:23])[C:18]=2[Cl:24])(=[O:16])=[O:15])=[N:11][CH:12]=1)=[N+]=[N-].C1(P(C2C=CC=CC=2)C2C=CC=CC=2)C=CC=CC=1.CO.[OH-].[Na+]. Product: [NH2:1][CH:4]([C:27]1[O:28][CH:29]=[CH:30][N:31]=1)[CH2:5][S:6][C:7]1[N:8]=[C:9]([O:25][CH3:26])[C:10]([NH:13][S:14]([C:17]2[CH:22]=[CH:21][CH:20]=[C:19]([Cl:23])[C:18]=2[Cl:24])(=[O:16])=[O:15])=[N:11][CH:12]=1. The catalyst class is: 30. (7) Reactant: [Li+].[CH3:2]C([N-]C(C)C)C.C1COCC1.CCCCCCC.C(C1C=CC=CC=1)C.[Br:29][C:30]1[CH:31]=[C:32]([CH2:36][C:37]([OH:39])=[O:38])[CH:33]=[CH:34][CH:35]=1.CI. Product: [Br:29][C:30]1[CH:31]=[C:32]([CH:36]([CH3:2])[C:37]([OH:39])=[O:38])[CH:33]=[CH:34][CH:35]=1. The catalyst class is: 1.